The task is: Predict the product of the given reaction.. This data is from Forward reaction prediction with 1.9M reactions from USPTO patents (1976-2016). (1) Given the reactants [F:1][C:2]1[CH:7]=[C:6]([NH:8][C:9]([NH:11][CH2:12][CH2:13][F:14])=[O:10])[CH:5]=[CH:4][C:3]=1[C:15]1[N:16]=[C:17]([N:29]2[CH2:34][CH2:33][O:32][CH2:31][C@@H:30]2C)[C:18]2[CH2:23][N:22]([C:24]([O:26][CH2:27]C)=[O:25])[CH2:21][C:19]=2[N:20]=1.ClC1N=C(N2CCOCC2)C2CN(C(OC)=O)CC=2N=1, predict the reaction product. The product is: [F:1][C:2]1[CH:7]=[C:6]([NH:8][C:9]([NH:11][CH2:12][CH2:13][F:14])=[O:10])[CH:5]=[CH:4][C:3]=1[C:15]1[N:16]=[C:17]([N:29]2[CH2:30][CH2:31][O:32][CH2:33][CH2:34]2)[C:18]2[CH2:23][N:22]([C:24]([O:26][CH3:27])=[O:25])[CH2:21][C:19]=2[N:20]=1. (2) Given the reactants C([Li])CCC.CCCCCC.Br[C:13]1[CH:14]=[C:15]2[C:19](=[CH:20][CH:21]=1)[CH2:18][CH2:17][CH2:16]2.C([O:24][B:25](OCC)[O:26]CC)C.[Cl-].[NH4+], predict the reaction product. The product is: [CH2:18]1[C:19]2[C:15](=[CH:14][C:13]([B:25]([OH:26])[OH:24])=[CH:21][CH:20]=2)[CH2:16][CH2:17]1. (3) The product is: [ClH:12].[ClH:12].[OH:4][C@@H:2]([CH2:1][O:5][C:6]1[CH:11]=[CH:10][CH:9]=[C:8]([Cl:12])[C:7]=1[C:13]#[N:14])[CH2:3][NH:15][C:16]([CH3:29])([CH3:28])[CH2:17][C:18]1[CH:27]=[CH:26][C:25]2[C:20](=[CH:21][CH:22]=[CH:23][CH:24]=2)[N:19]=1. Given the reactants [CH2:1]([O:5][C:6]1[CH:11]=[CH:10][CH:9]=[C:8]([Cl:12])[C:7]=1[C:13]#[N:14])[C@@H:2]1[O:4][CH2:3]1.[NH2:15][C:16]([CH3:29])([CH3:28])[CH2:17][C:18]1[CH:27]=[CH:26][C:25]2[C:20](=[CH:21][CH:22]=[CH:23][CH:24]=2)[N:19]=1, predict the reaction product. (4) Given the reactants [F:1][C:2]1[CH:7]=[CH:6][C:5]([N:8]2[C:16]3[CH:15]=[C:14]4[CH2:17][CH2:18][C@@H:19]5[C@@H:24]([C@@:13]4([CH3:35])[CH2:12][C:11]=3[CH:10]=[N:9]2)[C@@H:23]([OH:25])[CH2:22][C@:21]2([CH3:34])[C@:26]([C:30](=[O:33])CO)([OH:29])[CH2:27][CH2:28][C@@H:20]52)=[CH:4][CH:3]=1.[OH-:36].[Na+].Cl, predict the reaction product. The product is: [F:1][C:2]1[CH:7]=[CH:6][C:5]([N:8]2[C:16]3[CH:15]=[C:14]4[CH2:17][CH2:18][C@@H:19]5[C@@H:24]([C@@:13]4([CH3:35])[CH2:12][C:11]=3[CH:10]=[N:9]2)[C@@H:23]([OH:25])[CH2:22][C@:21]2([CH3:34])[C@@:26]([OH:29])([C:30]([OH:33])=[O:36])[CH2:27][CH2:28][C@@H:20]52)=[CH:4][CH:3]=1. (5) The product is: [CH2:32]([O:31][C:29]([N:9]1[CH2:8][C@H:7]2[C@H:12]([CH2:13][C:14]3[C:6]2=[CH:5][C:4]([C:15]2[CH:20]=[CH:19][CH:18]=[CH:17][CH:16]=2)=[CH:3][C:2]=3[CH3:1])[CH2:11][CH2:10]1)=[O:30])[CH3:33]. Given the reactants [CH3:1][C:2]1[CH:3]=[C:4]([C:15]2[CH:20]=[CH:19][CH:18]=[CH:17][CH:16]=2)[CH:5]=[C:6]2[C:14]=1[CH2:13][C@H:12]1[C@@H:7]2[CH2:8][NH:9][CH2:10][CH2:11]1.CCN(CC)CC.Cl[C:29]([O:31][CH2:32][CH3:33])=[O:30], predict the reaction product. (6) Given the reactants [CH3:1][O:2][C:3]1[CH:15]=[C:14]([O:16][CH3:17])[CH:13]=[CH:12][C:4]=1[CH2:5][NH:6][C:7]1[S:11][N:10]=[CH:9][N:8]=1.[Cl:18][C:19]1[C:28]2[C:23](=[CH:24][C:25]([S:29](OC3C(F)=C(F)C(F)=C(F)C=3F)(=[O:31])=[O:30])=[CH:26][CH:27]=2)[N:22]=[CH:21][CH:20]=1, predict the reaction product. The product is: [Cl:18][C:19]1[C:28]2[C:23](=[CH:24][C:25]([S:29]([N:6]([CH2:5][C:4]3[CH:12]=[CH:13][C:14]([O:16][CH3:17])=[CH:15][C:3]=3[O:2][CH3:1])[C:7]3[S:11][N:10]=[CH:9][N:8]=3)(=[O:30])=[O:31])=[CH:26][CH:27]=2)[N:22]=[CH:21][CH:20]=1.